This data is from Forward reaction prediction with 1.9M reactions from USPTO patents (1976-2016). The task is: Predict the product of the given reaction. (1) Given the reactants I[C:2]1[CH:10]=[CH:9][C:5]([C:6]([OH:8])=[O:7])=[CH:4][CH:3]=1.[CH:11](O)(C)C.C(=O)=O.C([Mg]Cl)(C)C.[CH3:23][O:24][C:25](=[O:34])[C:26]1[CH:31]=[CH:30][C:29]([CH:32]=[O:33])=[CH:28][CH:27]=1, predict the reaction product. The product is: [CH3:11][O:8][C:6]([C:5]1[CH:9]=[CH:10][C:2]([CH:32]([C:29]2[CH:30]=[CH:31][C:26]([C:25]([O:24][CH3:23])=[O:34])=[CH:27][CH:28]=2)[OH:33])=[CH:3][CH:4]=1)=[O:7]. (2) The product is: [F:11][C:12]([F:27])([F:28])[C:13]1[CH:18]=[CH:17][C:16]([NH:19][C:20](=[O:26])[CH2:21][C@@H:22]([O:25][S:7]([CH3:6])(=[O:9])=[O:8])[CH2:23][CH3:24])=[CH:15][CH:14]=1. Given the reactants O1CCCC1.[CH3:6][S:7](Cl)(=[O:9])=[O:8].[F:11][C:12]([F:28])([F:27])[C:13]1[CH:18]=[CH:17][C:16]([NH:19][C:20](=[O:26])[CH2:21][C@@H:22]([OH:25])[CH2:23][CH3:24])=[CH:15][CH:14]=1.C(N(CC)CC)C, predict the reaction product. (3) Given the reactants NC1N=C(N)C2C([CH2:11][CH2:12][CH2:13][C:14]3[CH:15]=[C:16]([C:19](O)=O)[S:17][CH:18]=3)=COC=2N=1.CN1[CH2:29][CH2:28][O:27]CC1.Cl[C:31]1[N:36]=[C:35](OC)[N:34]=[C:33]([O:39][CH3:40])[N:32]=1.Cl.[CH2:42]([O:44][C:45](=[O:55])[C@H:46]([CH2:48][CH2:49][C:50]([O:52][CH2:53][CH3:54])=[O:51])[NH2:47])[CH3:43].C[N:57](C=O)C, predict the reaction product. The product is: [CH2:42]([O:44][C:45](=[O:55])[C@@H:46]([NH:47][C:28]([C:29]1[CH:19]=[C:16]([CH2:15][CH2:14][CH2:13][C:12]2[C:11]3[C:31]([NH2:32])=[N:36][C:35]([NH2:57])=[N:34][C:33]=3[O:39][CH:40]=2)[S:17][CH:18]=1)=[O:27])[CH2:48][CH2:49][C:50]([O:52][CH2:53][CH3:54])=[O:51])[CH3:43].